Dataset: Full USPTO retrosynthesis dataset with 1.9M reactions from patents (1976-2016). Task: Predict the reactants needed to synthesize the given product. (1) Given the product [Cl:18][C:19]1[N:20]=[CH:21][C:22]([CH2:25][N:15]2[CH2:14][CH2:13][S:12][C:11]2=[N:10][C:8](=[O:9])[C:7]([F:6])([F:16])[F:17])=[CH:23][CH:24]=1, predict the reactants needed to synthesize it. The reactants are: CN(C)C=O.[F:6][C:7]([F:17])([F:16])[C:8]([N:10]=[C:11]1[NH:15][CH2:14][CH2:13][S:12]1)=[O:9].[Cl:18][C:19]1[CH:24]=[CH:23][C:22]([CH2:25]Cl)=[CH:21][N:20]=1.C(=O)([O-])[O-].[K+].[K+]. (2) Given the product [NH2:1][C:2]1[N:10]=[C:9]([CH2:11][O:12][CH3:13])[CH:8]=[CH:7][C:3]=1[C:4]([NH2:16])=[O:5], predict the reactants needed to synthesize it. The reactants are: [NH2:1][C:2]1[N:10]=[C:9]([CH2:11][O:12][CH3:13])[CH:8]=[CH:7][C:3]=1[C:4](O)=[O:5].CC[N:16]=C=NCCCN(C)C.C1C=CC2N(O)N=NC=2C=1.[Cl-].[NH4+].C(N(C(C)C)CC)(C)C.